This data is from Full USPTO retrosynthesis dataset with 1.9M reactions from patents (1976-2016). The task is: Predict the reactants needed to synthesize the given product. Given the product [F:1][C:2]([F:17])([S:13]([O:41][C:38]1[CH:39]=[C:40]2[C:35](=[CH:36][C:37]=1[F:42])[CH2:34][CH:33]([NH:43][C:44]([O:45][CH2:46][CH3:47])=[O:48])[CH:32]2[CH2:25][C:26]1[CH:31]=[CH:30][CH:29]=[CH:28][CH:27]=1)(=[O:15])=[O:14])[C:3]([F:12])([F:11])[C:4]([F:10])([F:9])[C:5]([F:8])([F:7])[F:6], predict the reactants needed to synthesize it. The reactants are: [F:1][C:2]([F:17])([S:13](F)(=[O:15])=[O:14])[C:3]([F:12])([F:11])[C:4]([F:10])([F:9])[C:5]([F:8])([F:7])[F:6].CCN(CC)CC.[CH2:25]([CH:32]1[C:40]2[C:35](=[CH:36][C:37]([F:42])=[C:38]([OH:41])[CH:39]=2)[CH2:34][CH:33]1[NH:43][C:44](=[O:48])[O:45][CH2:46][CH3:47])[C:26]1[CH:31]=[CH:30][CH:29]=[CH:28][CH:27]=1.